From a dataset of Full USPTO retrosynthesis dataset with 1.9M reactions from patents (1976-2016). Predict the reactants needed to synthesize the given product. Given the product [O:1]=[C:2]1[CH2:10][C:9]2[C:4](=[CH:5][CH:6]=[C:7]([CH:11]3[CH2:16][CH2:15][N:14]([C:17]([O:19][C:20]([CH3:23])([CH3:22])[CH3:21])=[O:18])[CH2:13][CH2:12]3)[CH:8]=2)[NH:3]1, predict the reactants needed to synthesize it. The reactants are: [O:1]=[C:2]1[CH2:10][C:9]2[C:4](=[CH:5][CH:6]=[C:7]([C:11]3[CH2:16][CH2:15][N:14]([C:17]([O:19][C:20]([CH3:23])([CH3:22])[CH3:21])=[O:18])[CH2:13][CH:12]=3)[CH:8]=2)[NH:3]1.